This data is from TCR-epitope binding with 47,182 pairs between 192 epitopes and 23,139 TCRs. The task is: Binary Classification. Given a T-cell receptor sequence (or CDR3 region) and an epitope sequence, predict whether binding occurs between them. (1) The epitope is HLVDFQVTI. The TCR CDR3 sequence is CASSPETIVSGQTQYF. Result: 0 (the TCR does not bind to the epitope). (2) The epitope is YFPLQSYGF. The TCR CDR3 sequence is CASSPVLQMRDTQYF. Result: 1 (the TCR binds to the epitope). (3) Result: 0 (the TCR does not bind to the epitope). The TCR CDR3 sequence is CASSLLGTSGALTYNEQFF. The epitope is FTISVTTEIL.